Dataset: Reaction yield outcomes from USPTO patents with 853,638 reactions. Task: Predict the reaction yield, written as a fraction of the theoretical maximum amount of product (1.0 means a 100% yield; for example, 0.34 means a 34% yield). (1) The reactants are [OH:1][C:2]1[CH:11]=[C:10]2[C:5]([C:6](=O)[CH2:7][C:8]([CH3:13])([CH3:12])[O:9]2)=[CH:4][CH:3]=1.Cl. The catalyst is CO.[Zn]. The product is [CH3:12][C:8]1([CH3:13])[CH2:7][CH2:6][C:5]2[C:10](=[CH:11][C:2]([OH:1])=[CH:3][CH:4]=2)[O:9]1. The yield is 0.620. (2) The reactants are [O:1]=[S:2]1(=[O:18])[C:7]2[CH:8]=[C:9]([NH:12]S(C)(=O)=O)[CH:10]=[CH:11][C:6]=2[NH:5]C(=O)[NH:3]1.[OH-].[Na+].C(=O)([O-])[O-].[Na+].[Na+].NC1C=CC(NS(C)(=O)=O)=CC=1S(N)(=O)=O. The catalyst is S(=O)(=O)(O)O. The product is [NH2:5][C:6]1[CH:11]=[CH:10][C:9]([NH2:12])=[CH:8][C:7]=1[S:2]([NH2:3])(=[O:1])=[O:18]. The yield is 0.750. (3) The reactants are [CH3:1][O:2][C:3]1[CH:8]=[CH:7][C:6]([C:9]2[CH:10]=[CH:11][C:12](=[O:15])[NH:13][CH:14]=2)=[CH:5][CH:4]=1.[Cl:16][CH2:17][C:18]1[CH:19]=[CH:20][C:21]([C:24]([F:27])([F:26])[F:25])=[N:22][CH:23]=1. No catalyst specified. The product is [ClH:16].[CH3:1][O:2][C:3]1[CH:8]=[CH:7][C:6]([C:9]2[CH:10]=[CH:11][C:12](=[O:15])[N:13]([CH2:17][C:18]3[CH:23]=[N:22][C:21]([C:24]([F:27])([F:25])[F:26])=[CH:20][CH:19]=3)[CH:14]=2)=[CH:5][CH:4]=1. The yield is 0.170. (4) The reactants are C[Li].COCN[C:7]([C:9]1[CH:14]=[CH:13][C:12]([O:15][CH2:16][C:17]2[CH:22]=[CH:21][CH:20]=[CH:19][CH:18]=2)=[CH:11][N:10]=1)=[O:8].O.[C:24](OCC)(=O)C. The catalyst is C(OCC)C.O1CCCC1. The product is [CH2:16]([O:15][C:12]1[CH:13]=[CH:14][C:9]([C:7](=[O:8])[CH3:24])=[N:10][CH:11]=1)[C:17]1[CH:18]=[CH:19][CH:20]=[CH:21][CH:22]=1. The yield is 0.470. (5) The reactants are Br.[N:2]1[CH:7]=[CH:6][CH:5]=[C:4]([O:8][C:9]2[CH:14]=[CH:13][C:12]([C:15]3[O:19][C:18]([NH2:20])=[N:17][N:16]=3)=[CH:11][CH:10]=2)[CH:3]=1.[F:21][C:22]([F:34])([F:33])[O:23][C:24]1[CH:32]=[CH:31][C:27]([C:28](Cl)=[O:29])=[CH:26][CH:25]=1. The catalyst is N1C=CC=CC=1.CO. The product is [N:2]1[CH:7]=[CH:6][CH:5]=[C:4]([O:8][C:9]2[CH:10]=[CH:11][C:12]([C:15]3[O:19][C:18]([NH:20][C:28](=[O:29])[C:27]4[CH:31]=[CH:32][C:24]([O:23][C:22]([F:21])([F:33])[F:34])=[CH:25][CH:26]=4)=[N:17][N:16]=3)=[CH:13][CH:14]=2)[CH:3]=1. The yield is 0.402. (6) The reactants are O1CCOCC1.ClCCl.[CH2:10]([C:14]1[NH:15][C:16]([CH2:26][OH:27])=[C:17]([C:19]2[CH:24]=[CH:23][C:22]([F:25])=[CH:21][CH:20]=2)[N:18]=1)[CH2:11][CH2:12][CH3:13]. The catalyst is [O-2].[O-2].[Mn+4].C(Cl)(Cl)Cl.CO. The product is [CH2:10]([C:14]1[NH:15][C:16]([CH:26]=[O:27])=[C:17]([C:19]2[CH:24]=[CH:23][C:22]([F:25])=[CH:21][CH:20]=2)[N:18]=1)[CH2:11][CH2:12][CH3:13]. The yield is 0.836.